This data is from Forward reaction prediction with 1.9M reactions from USPTO patents (1976-2016). The task is: Predict the product of the given reaction. (1) Given the reactants CC.[CH3:3][CH2:4]C.[CH3:6][CH2:7][CH2:8][CH3:9], predict the reaction product. The product is: [CH2:3]=[CH2:4].[CH2:6]=[CH:7][CH3:8].[CH2:6]=[CH:7][CH2:8][CH3:9]. (2) The product is: [CH3:24][CH:23]([CH2:22][C@H:13]([CH2:12][NH2:11])[CH2:14][C:15]([OH:16])=[O:3])[CH3:25]. Given the reactants C([O-])(=O)C(C(C([O-])=O)O)[OH:3].[NH2:11][CH2:12][CH:13]([CH2:22][CH:23]([CH3:25])[CH3:24])[CH2:14][C:15](N(CC)CC)=[O:16].[OH-].[Na+].[OH-].[K+].Cl, predict the reaction product. (3) Given the reactants [NH2:1][OH:2].O.[N:4]1([C:10]([C:12]2[S:16][C:15]([S:17](Cl)(=[O:19])=[O:18])=[CH:14][CH:13]=2)=[O:11])[CH2:9][CH2:8][O:7][CH2:6][CH2:5]1.S(Cl)(Cl)(=O)=O, predict the reaction product. The product is: [OH:2][NH:1][S:17]([C:15]1[S:16][C:12]([C:10]([N:4]2[CH2:9][CH2:8][O:7][CH2:6][CH2:5]2)=[O:11])=[CH:13][CH:14]=1)(=[O:19])=[O:18]. (4) The product is: [NH2:25][C:6]1[C:7]([N:8]([CH3:17])[C:9](=[O:16])[C:10]2[CH:15]=[CH:14][CH:13]=[CH:12][CH:11]=2)=[C:2]([Cl:1])[N:3]=[CH:4][N:5]=1. Given the reactants [Cl:1][C:2]1[C:7]([N:8]([CH3:17])[C:9](=[O:16])[C:10]2[CH:15]=[CH:14][CH:13]=[CH:12][CH:11]=2)=[C:6](Cl)[N:5]=[CH:4][N:3]=1.C(O)CCC.[OH-].[NH4+:25], predict the reaction product. (5) Given the reactants [CH3:1][O:2][C:3]1[CH:4]=[C:5]2[C:10](=[CH:11][C:12]=1[O:13][CH2:14][C:15]1([NH:18]C(=O)OCC3C=CC(OC)=CC=3)[CH2:17][CH2:16]1)[N:9]=[CH:8][CH:7]=[C:6]2[O:31][C:32]1[CH:41]=[CH:40][C:39]2[C:34](=[CH:35][CH:36]=[CH:37][C:38]=2[C:42](=[O:45])[NH:43][CH3:44])[CH:33]=1.C(O)(C(F)(F)F)=O.O, predict the reaction product. The product is: [NH2:18][C:15]1([CH2:14][O:13][C:12]2[CH:11]=[C:10]3[C:5]([C:6]([O:31][C:32]4[CH:33]=[C:34]5[C:39](=[CH:40][CH:41]=4)[C:38]([C:42]([NH:43][CH3:44])=[O:45])=[CH:37][CH:36]=[CH:35]5)=[CH:7][CH:8]=[N:9]3)=[CH:4][C:3]=2[O:2][CH3:1])[CH2:16][CH2:17]1.